Dataset: Reaction yield outcomes from USPTO patents with 853,638 reactions. Task: Predict the reaction yield, written as a fraction of the theoretical maximum amount of product (1.0 means a 100% yield; for example, 0.34 means a 34% yield). (1) The reactants are [Cl:1][C:2]1[CH:7]=[CH:6][C:5]([S:8]([CH:11]2[C:20]3[C:15](=[C:16]([F:22])[CH:17]=[CH:18][C:19]=3[F:21])[O:14][CH2:13][CH:12]2[CH2:23][CH2:24]I)(=[O:10])=[O:9])=[CH:4][CH:3]=1.C[C:27]#[N:28]. The catalyst is Cl. The product is [Cl:1][C:2]1[CH:7]=[CH:6][C:5]([S:8]([CH:11]2[C:20]3[C:15](=[C:16]([F:22])[CH:17]=[CH:18][C:19]=3[F:21])[O:14][CH2:13][CH:12]2[CH2:23][CH2:24][C:27]#[N:28])(=[O:10])=[O:9])=[CH:4][CH:3]=1. The yield is 0.940. (2) The reactants are [Cl:1][C:2]1[C:3]([O:12][C:13]2[CH:18]=[C:17]([O:19][CH2:20][CH2:21][O:22][CH3:23])[CH:16]=[CH:15][C:14]=2[CH2:24][CH2:25]C(O)=O)=[N:4][CH:5]=[C:6]([C:8]([F:11])([F:10])[F:9])[CH:7]=1.C([N:31]([CH2:34]C)CC)C.C1(P(N=[N+]=[N-])(C2C=CC=CC=2)=[O:43])C=CC=CC=1.[CH2:53]([OH:60])[C:54]1[CH:59]=[CH:58][CH:57]=[CH:56][CH:55]=1. The catalyst is C1(C)C=CC=CC=1.C(OCC)(=O)C. The product is [Cl:1][C:2]1[C:3]([O:12][C:13]2[CH:18]=[C:17]([O:19][CH2:20][CH2:21][O:22][CH3:23])[CH:16]=[CH:15][C:14]=2[CH2:24][CH2:25][NH:31][C:34](=[O:43])[O:60][CH2:53][C:54]2[CH:59]=[CH:58][CH:57]=[CH:56][CH:55]=2)=[N:4][CH:5]=[C:6]([C:8]([F:10])([F:9])[F:11])[CH:7]=1. The yield is 0.890. (3) The reactants are [N:1]1([C:7]([O:9][CH2:10][C:11]2[CH:16]=[CH:15][CH:14]=[CH:13][CH:12]=2)=[O:8])[CH2:6][CH2:5][NH:4][CH2:3][CH2:2]1.Br[CH2:18][C:19]([O:21][CH3:22])=[O:20]. The catalyst is C1COCC1. The product is [CH3:22][O:21][C:19](=[O:20])[CH2:18][N:4]1[CH2:5][CH2:6][N:1]([C:7]([O:9][CH2:10][C:11]2[CH:16]=[CH:15][CH:14]=[CH:13][CH:12]=2)=[O:8])[CH2:2][CH2:3]1. The yield is 0.920. (4) The reactants are P(Cl)(Cl)(Cl)=O.[CH3:6][C:7]1[C:15]([N+:16]([O-:18])=[O:17])=[CH:14][C:10]([C:11]([NH2:13])=O)=[CH:9][C:8]=1[N+:19]([O-:21])=[O:20].O. The catalyst is C(#N)C. The product is [CH3:6][C:7]1[C:15]([N+:16]([O-:18])=[O:17])=[CH:14][C:10]([C:11]#[N:13])=[CH:9][C:8]=1[N+:19]([O-:21])=[O:20]. The yield is 0.960. (5) The reactants are [CH:1]([N:4]=[C:5]([CH3:7])[CH3:6])([CH3:3])[CH3:2].C([O:10][CH:11]=[C:12]([C:18](OCC)=O)[C:13]([O:15][CH2:16][CH3:17])=[O:14])C. The catalyst is C1(OC2C=CC=CC=2)C=CC=CC=1. The product is [CH:5]([N:4]1[C:1]([CH3:3])=[CH:2][CH:18]=[C:12]([C:13]([O:15][CH2:16][CH3:17])=[O:14])[C:11]1=[O:10])([CH3:7])[CH3:6]. The yield is 0.700. (6) The reactants are CC1C=CC(S(O[CH2:12][C@H:13]2[CH2:18][CH2:17][C@@H:16]([OH:19])[CH2:15][CH2:14]2)(=O)=O)=CC=1.[C-]#N.[Na+].[CH3:23][N:24](C=O)C. The catalyst is C(OCC)(=O)C.O. The product is [OH:19][C@@H:16]1[CH2:15][CH2:14][C@H:13]([CH2:12][C:23]#[N:24])[CH2:18][CH2:17]1. The yield is 0.740. (7) The product is [I:11][C:12]1[CH:13]=[N:14][N:15]([C:2]([O:4][C:5]2[CH:10]=[CH:9][CH:8]=[CH:7][CH:6]=2)=[O:3])[CH:16]=1. The catalyst is C(Cl)Cl. The reactants are Cl[C:2]([O:4][C:5]1[CH:10]=[CH:9][CH:8]=[CH:7][CH:6]=1)=[O:3].[I:11][C:12]1[CH:13]=[N:14][NH:15][CH:16]=1.C(N(CC)CC)C.O. The yield is 0.950. (8) The reactants are [OH:1][CH2:2][CH2:3][CH2:4][CH2:5][CH2:6][CH2:7][O:8][C:9]1[C:16]([O:17][CH3:18])=[CH:15][C:12]([CH:13]=O)=[CH:11][C:10]=1[O:19][CH3:20].[CH3:21][O:22][C:23]1[CH:24]=[C:25]([CH2:31][C:32]#[N:33])[CH:26]=[CH:27][C:28]=1[O:29][CH3:30]. No catalyst specified. The product is [CH3:21][O:22][C:23]1[CH:24]=[C:25](/[C:31](=[CH:13]/[C:12]2[CH:15]=[C:16]([O:17][CH3:18])[C:9]([O:8][CH2:7][CH2:6][CH2:5][CH2:4][CH2:3][CH2:2][OH:1])=[C:10]([O:19][CH3:20])[CH:11]=2)/[C:32]#[N:33])[CH:26]=[CH:27][C:28]=1[O:29][CH3:30]. The yield is 0.970.